From a dataset of Full USPTO retrosynthesis dataset with 1.9M reactions from patents (1976-2016). Predict the reactants needed to synthesize the given product. (1) Given the product [F:1][C:2]1[CH:7]=[CH:6][CH:5]=[C:4]2[C:3]=1[N:8]=[C:9]([OH:18])[CH:10]=[CH:11]2, predict the reactants needed to synthesize it. The reactants are: [F:1][C:2]1[CH:7]=[CH:6][CH:5]=[CH:4][C:3]=1[NH:8][C:9](=[O:18])[CH:10]=[CH:11]C1C=CC=CC=1.[Al+3].[Cl-].[Cl-].[Cl-]. (2) Given the product [CH2:1]([C:5]1[N:6]=[C:7]([CH3:27])[N:8]([CH2:68][C:66]2[S:67][C:63]3[CH:62]=[CH:61][C:60]([CH3:59])=[CH:70][C:64]=3[CH:65]=2)[C:9](=[O:26])[C:10]=1[CH2:11][C:12]1[CH:17]=[CH:16][C:15]([C:18]2[C:19]([C:24]#[N:25])=[CH:20][CH:21]=[CH:22][CH:23]=2)=[CH:14][CH:13]=1)[CH2:2][CH2:3][CH3:4], predict the reactants needed to synthesize it. The reactants are: [CH2:1]([C:5]1[N:6]=[C:7]([CH3:27])[NH:8][C:9](=[O:26])[C:10]=1[CH2:11][C:12]1[CH:17]=[CH:16][C:15]([C:18]2[C:19]([C:24]#[N:25])=[CH:20][CH:21]=[CH:22][CH:23]=2)=[CH:14][CH:13]=1)[CH2:2][CH2:3][CH3:4].N(C(N1CCCCC1)=O)=NC(N1CCCCC1)=O.C(P(CCCC)CCCC)CCC.[CH3:59][C:60]1[CH:61]=[CH:62][C:63]2[S:67][C:66]([CH2:68]O)=[CH:65][C:64]=2[CH:70]=1. (3) Given the product [CH3:34][S:35]([O:30][CH2:29][CH2:28][N:15]1[CH2:16][CH:17]([C:18]2[CH:23]=[CH:22][CH:21]=[C:20]([C:24]([F:27])([F:26])[F:25])[CH:19]=2)[N:13]([C:10]2[CH:9]=[CH:8][C:7]([O:6][C:5]3[CH:4]=[CH:3][C:2]([Cl:1])=[CH:33][CH:32]=3)=[CH:12][CH:11]=2)[C:14]1=[O:31])(=[O:37])=[O:36], predict the reactants needed to synthesize it. The reactants are: [Cl:1][C:2]1[CH:33]=[CH:32][C:5]([O:6][C:7]2[CH:12]=[CH:11][C:10]([N:13]3[CH:17]([C:18]4[CH:23]=[CH:22][CH:21]=[C:20]([C:24]([F:27])([F:26])[F:25])[CH:19]=4)[CH2:16][N:15]([CH2:28][CH2:29][OH:30])[C:14]3=[O:31])=[CH:9][CH:8]=2)=[CH:4][CH:3]=1.[CH3:34][S:35](Cl)(=[O:37])=[O:36]. (4) Given the product [CH2:1]([O:3][C:4](=[O:20])[CH:5]([O:18][CH3:19])[CH2:6][C:7]1[CH:12]=[CH:11][C:10]([O:13][CH2:14][CH2:15][CH2:16][O:36][C:34]2[CH:33]=[CH:32][C:23]([C:24](=[O:25])[C:26]3[CH:31]=[CH:30][CH:29]=[CH:28][CH:27]=3)=[C:22]([OH:21])[CH:35]=2)=[CH:9][CH:8]=1)[CH3:2], predict the reactants needed to synthesize it. The reactants are: [CH2:1]([O:3][C:4](=[O:20])[C@@H:5]([O:18][CH3:19])[CH2:6][C:7]1[CH:12]=[CH:11][C:10]([O:13][CH2:14][CH2:15][CH2:16]Br)=[CH:9][CH:8]=1)[CH3:2].[OH:21][C:22]1[CH:35]=[C:34]([OH:36])[CH:33]=[CH:32][C:23]=1[C:24]([C:26]1[CH:31]=[CH:30][CH:29]=[CH:28][CH:27]=1)=[O:25]. (5) The reactants are: C([O:8][CH2:9][CH:10]([O:20][CH2:21][N:22]1[CH:29]=[C:28]([CH3:30])[C:26](=[O:27])[NH:25][C:23]1=[O:24])[CH2:11][O:12]CC1C=CC=CC=1)C1C=CC=CC=1.C1CCCCC=1. Given the product [OH:12][CH2:11][CH:10]([O:20][CH2:21][N:22]1[CH:29]=[C:28]([CH3:30])[C:26](=[O:27])[NH:25][C:23]1=[O:24])[CH2:9][OH:8], predict the reactants needed to synthesize it.